From a dataset of Reaction yield outcomes from USPTO patents with 853,638 reactions. Predict the reaction yield, written as a fraction of the theoretical maximum amount of product (1.0 means a 100% yield; for example, 0.34 means a 34% yield). (1) The reactants are C([O:8][C:9]1[N:10]=[N:11][C:12]([C:23]#[C:24][C:25]2[CH:30]=[CH:29][C:28]([C:31]([F:34])([F:33])[F:32])=[CH:27][N:26]=2)=[CH:13][C:14]=1[O:15]CC1C=CC=CC=1)C1C=CC=CC=1.C(O)C.CCCCCCC. The catalyst is C(O)C.[Pd]. The product is [OH:15][C:14]1[C:9](=[O:8])[NH:10][N:11]=[C:12]([CH2:23][CH2:24][C:25]2[CH:30]=[CH:29][C:28]([C:31]([F:32])([F:33])[F:34])=[CH:27][N:26]=2)[CH:13]=1. The yield is 0.480. (2) The reactants are Cl[C:2]1[N:6]([CH2:7][CH3:8])[N:5]=[CH:4][C:3]=1[N+:9]([O-:11])=[O:10].[F:12][C:13]([F:25])([F:24])[C:14]([NH:16][C@H:17]1[CH2:23][CH2:22][CH2:21][NH:20][CH2:19][CH2:18]1)=[O:15]. No catalyst specified. The product is [CH2:7]([N:6]1[C:2]([N:20]2[CH2:21][CH2:22][CH2:23][C@H:17]([NH:16][C:14](=[O:15])[C:13]([F:24])([F:12])[F:25])[CH2:18][CH2:19]2)=[C:3]([N+:9]([O-:11])=[O:10])[CH:4]=[N:5]1)[CH3:8]. The yield is 0.440. (3) The reactants are [CH:1]1[C:10]2[C:5](=[CH:6][CH:7]=[CH:8][CH:9]=2)[CH:4]=[C:3]([C:11](OC)=[O:12])[N:2]=1.[H-].C([Al+]CC(C)C)C(C)C. The catalyst is C1(C)C=CC=CC=1. The product is [CH:1]1[C:10]2[C:5](=[CH:6][CH:7]=[CH:8][CH:9]=2)[CH:4]=[C:3]([CH:11]=[O:12])[N:2]=1. The yield is 0.650. (4) The reactants are C[O:2][C:3]([C:5]1([CH2:10][CH2:11][CH2:12][CH2:13][S:14][CH3:15])[CH2:9][CH2:8][CH2:7][CH2:6]1)=[O:4].[OH-].[Na+]. The catalyst is C1COCC1.CO. The product is [CH3:15][S:14][CH2:13][CH2:12][CH2:11][CH2:10][C:5]1([C:3]([OH:4])=[O:2])[CH2:9][CH2:8][CH2:7][CH2:6]1. The yield is 0.920. (5) The reactants are [CH3:1][O:2][C:3]1[CH:11]=[CH:10][C:6]([N:7]([CH3:9])[CH3:8])=[C:5]([N+:12]([O-])=O)[CH:4]=1.[C:15](OC(=O)C)(=[O:17])[CH3:16].[H][H]. The catalyst is C(Cl)(Cl)Cl.[Pd]. The product is [CH3:8][N:7]([CH3:9])[C:6]1[CH:10]=[CH:11][C:3]([O:2][CH3:1])=[CH:4][C:5]=1[NH:12][C:15](=[O:17])[CH3:16]. The yield is 0.600. (6) The reactants are [CH:1]1([NH2:4])[CH2:3][CH2:2]1.[Br:5][C:6]1[CH:7]=[C:8]([S:12](Cl)(=[O:14])=[O:13])[CH:9]=[CH:10][CH:11]=1.C([O-])(O)=O.[Na+]. The catalyst is C1COCC1. The product is [Br:5][C:6]1[CH:7]=[C:8]([S:12]([NH:4][CH:1]2[CH2:3][CH2:2]2)(=[O:14])=[O:13])[CH:9]=[CH:10][CH:11]=1. The yield is 0.620. (7) The catalyst is N1C=CC=CC=1. The yield is 0.860. The reactants are [C:1]([O:5][C:6]([N:8]1[CH2:13][CH2:12][CH:11]([N:14]2[CH2:18][CH2:17][C@@H:16]([CH2:19][C:20]3[C:25]([Cl:26])=[CH:24][C:23]([OH:27])=[CH:22][C:21]=3[Cl:28])[C:15]2=[O:29])[CH2:10][CH2:9]1)=[O:7])([CH3:4])([CH3:3])[CH3:2].[F:30][C:31]([F:44])([F:43])[S:32](O[S:32]([C:31]([F:44])([F:43])[F:30])(=[O:34])=[O:33])(=[O:34])=[O:33]. The product is [C:1]([O:5][C:6]([N:8]1[CH2:13][CH2:12][CH:11]([N:14]2[CH2:18][CH2:17][C@@H:16]([CH2:19][C:20]3[C:25]([Cl:26])=[CH:24][C:23]([O:27][S:32]([C:31]([F:44])([F:43])[F:30])(=[O:34])=[O:33])=[CH:22][C:21]=3[Cl:28])[C:15]2=[O:29])[CH2:10][CH2:9]1)=[O:7])([CH3:4])([CH3:2])[CH3:3]. (8) The reactants are [Cl:1][C:2]1[CH:3]=[C:4]([C:9]2[N:10]=[CH:11][NH:12][CH:13]=2)[CH:5]=[CH:6][C:7]=1[F:8].[OH-].[K+].CS(C)=O.Cl.[CH3:21][N:22]([CH3:26])[CH2:23][CH2:24]Cl. The catalyst is CC(=O)OCC. The product is [Cl:1][C:2]1[CH:3]=[C:4]([C:9]2[N:10]=[CH:11][N:12]([CH2:24][CH2:23][N:22]([CH3:26])[CH3:21])[CH:13]=2)[CH:5]=[CH:6][C:7]=1[F:8]. The yield is 0.433. (9) The reactants are [Br:1][C:2]1[CH:7]=[C:6]([F:8])[CH:5]=[C:4]([Br:9])[C:3]=1[NH2:10].[C:11]([N:19]=[C:20]=[S:21])(=[O:18])[C:12]1[CH:17]=[CH:16][CH:15]=[CH:14][CH:13]=1. The catalyst is CN(C)C1C=CN=CC=1.C1(C)C=CC=CC=1. The product is [C:11]([NH:19][C:20]([NH:10][C:3]1[C:2]([Br:1])=[CH:7][C:6]([F:8])=[CH:5][C:4]=1[Br:9])=[S:21])(=[O:18])[C:12]1[CH:17]=[CH:16][CH:15]=[CH:14][CH:13]=1. The yield is 0.850.